From a dataset of Reaction yield outcomes from USPTO patents with 853,638 reactions. Predict the reaction yield, written as a fraction of the theoretical maximum amount of product (1.0 means a 100% yield; for example, 0.34 means a 34% yield). The reactants are [Li]CCCC.[Br:6][C:7]1[CH:12]=[C:11]([F:13])[C:10](Br)=[CH:9][C:8]=1[CH3:15].CN([CH:19]=[O:20])C.C(O)(=O)CC(CC(O)=O)(C(O)=O)O. The catalyst is CCCCCCC.C1(C)C=CC=CC=1.C1COCC1. The product is [Br:6][C:7]1[C:8]([CH3:15])=[CH:9][C:10]([CH:19]=[O:20])=[C:11]([F:13])[CH:12]=1. The yield is 0.880.